From a dataset of Catalyst prediction with 721,799 reactions and 888 catalyst types from USPTO. Predict which catalyst facilitates the given reaction. (1) Product: [Br:43][C:44]1[CH:45]=[C:46]([C@H:50]([NH:52][C:35]([NH:5][C:4]2[CH:6]=[CH:7][C:8]([O:9][C:10]3[C:19]4[C:14](=[CH:15][C:16]([O:22][CH3:23])=[C:17]([O:20][CH3:21])[CH:18]=4)[N:13]=[CH:12][CH:11]=3)=[C:2]([Cl:1])[CH:3]=2)=[O:41])[CH3:51])[CH:47]=[CH:48][CH:49]=1. Reactant: [Cl:1][C:2]1[CH:3]=[C:4]([CH:6]=[CH:7][C:8]=1[O:9][C:10]1[C:19]2[C:14](=[CH:15][C:16]([O:22][CH3:23])=[C:17]([O:20][CH3:21])[CH:18]=2)[N:13]=[CH:12][CH:11]=1)[NH2:5].C(N(CC)CC)C.ClC(Cl)(O[C:35](=[O:41])OC(Cl)(Cl)Cl)Cl.[Br:43][C:44]1[CH:45]=[C:46]([C@H:50]([NH2:52])[CH3:51])[CH:47]=[CH:48][CH:49]=1. The catalyst class is: 22. (2) Reactant: C(N(CC)CC)C.[NH2:8][CH:9]([CH2:12][CH3:13])[CH2:10][OH:11].[Cl:14][C:15]1[C:20]([C:21]2[C:26]([F:27])=[CH:25][C:24]([F:28])=[CH:23][C:22]=2[F:29])=[C:19](Cl)[N:18]2[N:31]=[CH:32][N:33]=[C:17]2[N:16]=1. Product: [Cl:14][C:15]1[C:20]([C:21]2[C:22]([F:29])=[CH:23][C:24]([F:28])=[CH:25][C:26]=2[F:27])=[C:19]([NH:8][CH:9]([CH2:12][CH3:13])[CH2:10][OH:11])[N:18]2[N:31]=[CH:32][N:33]=[C:17]2[N:16]=1. The catalyst class is: 4. (3) Reactant: [Cl:1][C:2]1[CH:3]=[C:4]([C:9]2[N:14]=[C:13]([N:15]3[CH2:19][CH2:18][CH2:17][CH:16]3[CH3:20])[N:12]=[C:11]([N:21]3[CH2:26][CH2:25][N:24]([C:27]4[N:32]=[CH:31][C:30](Br)=[CH:29][N:28]=4)[CH2:23][CH2:22]3)[CH:10]=2)[CH:5]=[CH:6][C:7]=1[F:8].[C:34]([Cu])#[N:35]. Product: [Cl:1][C:2]1[CH:3]=[C:4]([C:9]2[N:14]=[C:13]([N:15]3[CH2:19][CH2:18][CH2:17][CH:16]3[CH3:20])[N:12]=[C:11]([N:21]3[CH2:26][CH2:25][N:24]([C:27]4[N:32]=[CH:31][C:30]([C:34]#[N:35])=[CH:29][N:28]=4)[CH2:23][CH2:22]3)[CH:10]=2)[CH:5]=[CH:6][C:7]=1[F:8]. The catalyst class is: 31. (4) Reactant: [C:1]([N:8]1[CH2:13][CH2:12][C:11](=[O:14])[CH2:10][CH2:9]1)([O:3][C:4]([CH3:7])([CH3:6])[CH3:5])=[O:2].[NH:15]1[CH2:19][CH2:18][CH2:17][CH2:16]1. Product: [C:4]([O:3][C:1]([N:8]1[CH2:13][CH2:12][C:11]2([CH2:12][C:11](=[O:14])[C:10]3[C:16](=[CH:17][CH:18]=[C:19]([NH:15][C:4](=[O:3])[CH3:5])[CH:9]=3)[O:14]2)[CH2:10][CH2:9]1)=[O:2])([CH3:7])([CH3:6])[CH3:5]. The catalyst class is: 5. (5) The catalyst class is: 25. Product: [Cl:18]/[C:15](/[C:9]1[CH:8]=[C:7]([F:6])[C:12]([F:13])=[C:11]([F:14])[CH:10]=1)=[CH:16]\[C:29]#[N:27]. Reactant: P(Cl)(Cl)(Cl)=O.[F:6][C:7]1[CH:8]=[C:9]([C:15](=O)[CH3:16])[CH:10]=[C:11]([F:14])[C:12]=1[F:13].[ClH:18].NO.C([O-])(O)=O.[Na+].C[N:27]([CH:29]=O)C. (6) Reactant: [Cl:1][C:2]1[CH:7]=[CH:6][C:5]([C:8]([C:10]2[CH:19]=[CH:18][CH:17]=[CH:16][C:11]=2[C:12]([O:14]C)=[O:13])=[CH2:9])=[CH:4][C:3]=1[N+:20]([O-:22])=[O:21]. Product: [Cl:1][C:2]1[CH:7]=[CH:6][C:5]([C:8]([C:10]2[CH:19]=[CH:18][CH:17]=[CH:16][C:11]=2[C:12]([OH:14])=[O:13])=[CH2:9])=[CH:4][C:3]=1[N+:20]([O-:22])=[O:21]. The catalyst class is: 273.